From a dataset of Catalyst prediction with 721,799 reactions and 888 catalyst types from USPTO. Predict which catalyst facilitates the given reaction. (1) Reactant: [C:1](OC(=O)C)(=[O:3])[CH3:2].I.[CH3:9][C:10]1[N:11]([C:16]2[CH:21]=[CH:20][C:19]([O:22][CH2:23][CH3:24])=[CH:18][CH:17]=2)[C:12]([CH3:15])=[CH:13][CH:14]=1. Product: [C:1]([C:13]1[CH:14]=[C:10]([CH3:9])[N:11]([C:16]2[CH:21]=[CH:20][C:19]([O:22][CH2:23][CH3:24])=[CH:18][CH:17]=2)[C:12]=1[CH3:15])(=[O:3])[CH3:2]. The catalyst class is: 74. (2) Reactant: [Cl:1][C:2]1[N:7]=[C:6]([Cl:8])[CH:5]=[C:4](Cl)[N:3]=1.Cl.[CH3:11][O:12][C:13]1[NH:17][N:16]=[C:15]([NH2:18])[CH:14]=1. Product: [Cl:1][C:2]1[N:3]=[C:4]([NH:18][C:15]2[CH:14]=[C:13]([O:12][CH3:11])[NH:17][N:16]=2)[CH:5]=[C:6]([Cl:8])[N:7]=1. The catalyst class is: 8. (3) Reactant: [OH:1][C:2]1[C:7]2[C@@:8]3([OH:45])[C@@:21]([O:25][CH3:26])([C@H:22]([OH:24])[CH2:23][C:6]=2[CH:5]=[C:4]([CH3:46])[C:3]=1[C:47](O)=[O:48])[C:20](=[O:27])[C:19]1[C:10](=[CH:11][C:12]2[C:13](=[O:43])[C:14]([NH:30][CH:31]4[C@H:36]([O:37][CH3:38])[C@H:35]([OH:39])[C@@H:34]([O:40][CH3:41])[C@H:33]([CH3:42])[O:32]4)=[CH:15][C:16](=[O:29])[C:17]=2[C:18]=1[OH:28])[C:9]3=[O:44].CCCN.O.O[N:56]1[C:60]2[CH:61]=CC=C[C:59]=2N=N1. Product: [OH:1][C:2]1[C:7]2[C@@:8]3([OH:45])[C@@:21]([O:25][CH3:26])([C@H:22]([OH:24])[CH2:23][C:6]=2[CH:5]=[C:4]([CH3:46])[C:3]=1[C:47]([NH:56][CH:60]([CH3:61])[CH3:59])=[O:48])[C:20](=[O:27])[C:19]1[C:10](=[CH:11][C:12]2[C:13](=[O:43])[C:14]([NH:30][CH:31]4[C@H:36]([O:37][CH3:38])[C@H:35]([OH:39])[C@@H:34]([O:40][CH3:41])[C@H:33]([CH3:42])[O:32]4)=[CH:15][C:16](=[O:29])[C:17]=2[C:18]=1[OH:28])[C:9]3=[O:44]. The catalyst class is: 1. (4) Reactant: Cl.[Cl:2][C:3]1[CH:8]=[CH:7][C:6]([CH:9]([O:23][CH2:24][CH3:25])[CH:10]2[CH2:15][CH2:14][N:13](C(OC(C)(C)C)=O)[CH2:12][CH2:11]2)=[CH:5][CH:4]=1. Product: [ClH:2].[Cl:2][C:3]1[CH:8]=[CH:7][C:6]([CH:9]([O:23][CH2:24][CH3:25])[CH:10]2[CH2:15][CH2:14][NH:13][CH2:12][CH2:11]2)=[CH:5][CH:4]=1. The catalyst class is: 5.